The task is: Predict the reactants needed to synthesize the given product.. This data is from Full USPTO retrosynthesis dataset with 1.9M reactions from patents (1976-2016). Given the product [CH3:19][S:20][C:21]1[N:23]=[CH:8][C:5]([C:4]([O:3][CH3:2])=[O:12])=[CH:6][N:22]=1, predict the reactants needed to synthesize it. The reactants are: [Na].[CH3:2][O:3][CH:4]([O:12]C)[C:5]([C:8](OC)=O)=[CH:6]O.S(O)(O)(=O)=O.[CH3:19][S:20][C:21](=[NH:23])[NH2:22].